Dataset: Full USPTO retrosynthesis dataset with 1.9M reactions from patents (1976-2016). Task: Predict the reactants needed to synthesize the given product. (1) Given the product [C:1]([NH:8][C@H:9]([CH2:18][C:19]1[CH:20]=[CH:21][C:22]([Cl:25])=[CH:23][CH:24]=1)[C:10]([NH:12][N:13]1[CH2:14][C:15](=[O:17])[CH2:16]1)=[O:11])([O:3][C:4]([CH3:6])([CH3:7])[CH3:5])=[O:2], predict the reactants needed to synthesize it. The reactants are: [C:1]([NH:8][C@H:9]([CH2:18][C:19]1[CH:24]=[CH:23][C:22]([Cl:25])=[CH:21][CH:20]=1)[C:10]([NH:12][N:13]1[CH2:16][CH:15]([OH:17])[CH2:14]1)=[O:11])([O:3][C:4]([CH3:7])([CH3:6])[CH3:5])=[O:2].C(Cl)(=O)C(Cl)=O.CS(C)=O. (2) Given the product [F:1][CH:2]1[CH:7]([NH:8][C:9]2[CH:14]=[CH:13][C:12]([NH2:15])=[CH:11][CH:10]=2)[CH2:6][CH2:5][N:4]([CH3:18])[CH2:3]1, predict the reactants needed to synthesize it. The reactants are: [F:1][CH:2]1[CH:7]([NH:8][C:9]2[CH:14]=[CH:13][C:12]([N+:15]([O-])=O)=[CH:11][CH:10]=2)[CH2:6][CH2:5][N:4]([CH3:18])[CH2:3]1. (3) Given the product [F:5][C:6]1[CH:11]=[C:10]([F:12])[CH:9]=[CH:8][C:7]=1[C:13]1[CH:21]=[C:17]([C:18]([O:20][CH2:24][CH3:25])=[O:19])[C:16]([OH:22])=[C:15]([I:23])[CH:14]=1, predict the reactants needed to synthesize it. The reactants are: S(Cl)(Cl)=O.[F:5][C:6]1[CH:11]=[C:10]([F:12])[CH:9]=[CH:8][C:7]=1[C:13]1[CH:21]=[C:17]([C:18]([OH:20])=[O:19])[C:16]([OH:22])=[C:15]([I:23])[CH:14]=1.[CH2:24](O)[CH3:25].